From a dataset of Full USPTO retrosynthesis dataset with 1.9M reactions from patents (1976-2016). Predict the reactants needed to synthesize the given product. (1) Given the product [Cl:1][C:2]1[CH:7]=[CH:6][C:5]([CH:8]2[CH2:13][CH2:12][CH2:11][N:10]([C:14]([C:16]3[CH:21]=[CH:20][N:19]=[C:18]([NH:26][CH:24]([CH3:25])[CH3:23])[CH:17]=3)=[O:15])[CH2:9]2)=[CH:4][CH:3]=1, predict the reactants needed to synthesize it. The reactants are: [Cl:1][C:2]1[CH:7]=[CH:6][C:5]([CH:8]2[CH2:13][CH2:12][CH2:11][N:10]([C:14]([C:16]3[CH:21]=[CH:20][N:19]=[C:18](F)[CH:17]=3)=[O:15])[CH2:9]2)=[CH:4][CH:3]=1.[CH3:23][CH:24]([NH2:26])[CH3:25].C(N(CC)CC)C. (2) The reactants are: [CH3:1][CH:2]([C:4]1[CH:9]=[CH:8][CH:7]=[CH:6][C:5]=1[N:10]1[CH:15]=[CH:14][CH:13]=[C:12]([C:16]([OH:18])=O)[C:11]1=[O:19])[CH3:3].[NH2:20][C:21]1[CH:42]=[CH:41][C:24]([O:25][C:26]2[CH:27]=[CH:28][C:29]3[N:30]([CH:32]=[C:33]([NH:35][C:36]([CH:38]4[CH2:40][CH2:39]4)=[O:37])[N:34]=3)[CH:31]=2)=[C:23]([F:43])[CH:22]=1.CN(C(ON1N=NC2C=CC=NC1=2)=[N+](C)C)C.F[P-](F)(F)(F)(F)F.C(N(CC)C(C)C)(C)C. Given the product [CH:38]1([C:36]([NH:35][C:33]2[N:34]=[C:29]3[CH:28]=[CH:27][C:26]([O:25][C:24]4[CH:41]=[CH:42][C:21]([NH:20][C:16]([C:12]5[C:11](=[O:19])[N:10]([C:5]6[CH:6]=[CH:7][CH:8]=[CH:9][C:4]=6[CH:2]([CH3:1])[CH3:3])[CH:15]=[CH:14][CH:13]=5)=[O:18])=[CH:22][C:23]=4[F:43])=[CH:31][N:30]3[CH:32]=2)=[O:37])[CH2:39][CH2:40]1, predict the reactants needed to synthesize it.